Dataset: Full USPTO retrosynthesis dataset with 1.9M reactions from patents (1976-2016). Task: Predict the reactants needed to synthesize the given product. (1) The reactants are: [C:1]([N:4]1[C:8](=[O:9])[CH2:7][C:6](=[O:10])[N:5]1[C:11]1[CH:16]=[C:15]([S:17][CH2:18][C:19]([F:22])([F:21])[F:20])[C:14]([CH3:23])=[CH:13][C:12]=1[F:24])(=[O:3])[CH3:2].CO.[CH2:27](OCC)C.C[Si](C=[N+]=[N-])(C)C. Given the product [C:1]([N:4]1[C:8](=[O:9])[CH:7]=[C:6]([O:10][CH3:27])[N:5]1[C:11]1[CH:16]=[C:15]([S:17][CH2:18][C:19]([F:20])([F:21])[F:22])[C:14]([CH3:23])=[CH:13][C:12]=1[F:24])(=[O:3])[CH3:2], predict the reactants needed to synthesize it. (2) Given the product [C:1]([O:5][C:6]([N:8]1[CH2:16][C:15]2[C:10](=[C:11]([CH2:18][CH2:19][C:20]([O:22][CH3:23])=[O:21])[CH:12]=[CH:13][C:14]=2[OH:17])[CH2:9]1)=[O:7])([CH3:4])([CH3:3])[CH3:2], predict the reactants needed to synthesize it. The reactants are: [C:1]([O:5][C:6]([N:8]1[CH2:16][C:15]2[C:10](=[C:11]([CH:18]=[CH:19][C:20]([O:22][CH3:23])=[O:21])[CH:12]=[CH:13][C:14]=2[OH:17])[CH2:9]1)=[O:7])([CH3:4])([CH3:3])[CH3:2].C1COCC1. (3) Given the product [Cl:1][C:2]1[CH:3]=[CH:4][C:5]([CH2:6][NH:7][C:8]([NH:10][N:11]([CH2:13][C:14]([NH:19][C@H:20]([C:33]([N:35]([C@@H:47]([CH3:55])[CH:48]([O:49][CH2:50][CH3:51])[O:52][CH2:53][CH3:54])[CH2:36][C:37]2[C:46]3[C:41](=[CH:42][CH:43]=[CH:44][CH:45]=3)[CH:40]=[CH:39][CH:38]=2)=[O:34])[CH2:21][CH2:22][CH2:23][CH2:24][NH:25][C:26](=[O:32])[O:27][C:28]([CH3:29])([CH3:31])[CH3:30])=[O:16])[CH3:12])=[O:9])=[CH:17][CH:18]=1, predict the reactants needed to synthesize it. The reactants are: [Cl:1][C:2]1[CH:18]=[CH:17][C:5]([CH2:6][NH:7][C:8]([NH:10][N:11]([CH2:13][C:14]([OH:16])=O)[CH3:12])=[O:9])=[CH:4][CH:3]=1.[NH2:19][C@H:20]([C:33]([N:35]([C@@H:47]([CH3:55])[CH:48]([O:52][CH2:53][CH3:54])[O:49][CH2:50][CH3:51])[CH2:36][C:37]1[C:46]2[C:41](=[CH:42][CH:43]=[CH:44][CH:45]=2)[CH:40]=[CH:39][CH:38]=1)=[O:34])[CH2:21][CH2:22][CH2:23][CH2:24][NH:25][C:26](=[O:32])[O:27][C:28]([CH3:31])([CH3:30])[CH3:29]. (4) Given the product [C:1]([O:5][C:6](=[O:23])[C@@H:7]([NH2:13])[C@@H:8]([OH:12])[CH:9]([CH3:10])[CH3:11])([CH3:2])([CH3:4])[CH3:3], predict the reactants needed to synthesize it. The reactants are: [C:1]([O:5][C:6](=[O:23])[C@@H:7]([NH:13][C@@H](C1C=CC=CC=1)CO)[C@@H:8]([OH:12])[CH:9]([CH3:11])[CH3:10])([CH3:4])([CH3:3])[CH3:2]. (5) Given the product [CH2:23]([O:22][C:20](=[O:21])[CH2:19][O:1][C:2]1[CH:9]=[CH:8][C:7]([O:10][CH3:11])=[CH:6][C:3]=1[CH:4]=[O:5])[CH3:24], predict the reactants needed to synthesize it. The reactants are: [OH:1][C:2]1[CH:9]=[CH:8][C:7]([O:10][CH3:11])=[CH:6][C:3]=1[CH:4]=[O:5].C([O-])([O-])=O.[Cs+].[Cs+].Br[CH2:19][C:20]([O:22][CH2:23][CH3:24])=[O:21]. (6) Given the product [Br:1][C:2]1[CH:3]=[C:4](/[N:11]=[N:12]/[N:13]2[CH2:17][CH2:16][CH2:15][CH2:14]2)[CH:5]=[C:6]([C:26]2[O:27][C:28]([CH3:31])=[CH:29][CH:30]=2)[C:7]=1[O:8][CH3:9], predict the reactants needed to synthesize it. The reactants are: [Br:1][C:2]1[CH:3]=[C:4]([N:11]=[N:12][N:13]2[CH2:17][CH2:16][CH2:15][CH2:14]2)[CH:5]=[C:6](I)[C:7]=1[O:8][CH3:9].CC1(C)C(C)(C)OB([C:26]2[O:27][C:28]([CH3:31])=[CH:29][CH:30]=2)O1. (7) Given the product [CH3:1][N:2]([CH3:20])[C:3]1[CH:8]=[CH:7][C:6]([NH:9][S:10]([C:13]2[CH:18]=[CH:17][C:16]([C:42]3[CH:43]=[C:38]4[N:37]=[C:36]([CH2:35][CH2:34][C:30]5[CH:29]=[C:28]([O:27][CH3:26])[CH:33]=[CH:32][N:31]=5)[NH:45][C:39]4=[N:40][CH:41]=3)=[CH:15][CH:14]=2)(=[O:12])=[O:11])=[CH:5][CH:4]=1, predict the reactants needed to synthesize it. The reactants are: [CH3:1][N:2]([CH3:20])[C:3]1[CH:8]=[CH:7][C:6]([NH:9][S:10]([C:13]2[CH:18]=[CH:17][C:16](Br)=[CH:15][CH:14]=2)(=[O:12])=[O:11])=[CH:5][CH:4]=1.C([O-])(=O)C.[K+].[CH3:26][O:27][C:28]1[CH:33]=[CH:32][N:31]=[C:30]([CH2:34][CH2:35][C:36]2[NH:45][C:39]3=[N:40][CH:41]=[C:42](I)[CH:43]=[C:38]3[N:37]=2)[CH:29]=1.C(=O)([O-])[O-].[K+].[K+].[Cl-].[Li+].